From a dataset of Catalyst prediction with 721,799 reactions and 888 catalyst types from USPTO. Predict which catalyst facilitates the given reaction. The catalyst class is: 29. Reactant: [Cl:1][C:2]1[CH:3]=[CH:4][C:5]([O:17]CC2C=CC=CC=2)=[C:6]([B:8]2[O:12][C:11]([CH3:14])([CH3:13])[C:10]([CH3:16])([CH3:15])[O:9]2)[CH:7]=1. Product: [Cl:1][C:2]1[CH:3]=[CH:4][C:5]([OH:17])=[C:6]([B:8]2[O:12][C:11]([CH3:14])([CH3:13])[C:10]([CH3:16])([CH3:15])[O:9]2)[CH:7]=1.